The task is: Predict the product of the given reaction.. This data is from Forward reaction prediction with 1.9M reactions from USPTO patents (1976-2016). The product is: [F:21][C:22]1[CH:27]=[C:26]([O:20][CH2:19][CH2:18][C@@H:16]2[CH2:17][C@@H:15]2[CH:12]2[CH2:13][CH2:14][N:9]([C:6]3[N:7]=[CH:8][C:3]([O:2][CH3:1])=[CH:4][N:5]=3)[CH2:10][CH2:11]2)[CH:25]=[CH:24][C:23]=1[CH2:29][C:30]([O:32][CH3:33])=[O:31]. Given the reactants [CH3:1][O:2][C:3]1[CH:4]=[N:5][C:6]([N:9]2[CH2:14][CH2:13][CH:12]([C@H:15]3[CH2:17][C@H:16]3[CH2:18][CH2:19][OH:20])[CH2:11][CH2:10]2)=[N:7][CH:8]=1.[F:21][C:22]1[CH:27]=[C:26](O)[CH:25]=[CH:24][C:23]=1[CH2:29][C:30]([O:32][CH3:33])=[O:31].C1(P(C2C=CC=CC=2)C2C=CC=CC=2)C=CC=CC=1.N(C(OC(C)C)=O)=NC(OC(C)C)=O, predict the reaction product.